Dataset: Catalyst prediction with 721,799 reactions and 888 catalyst types from USPTO. Task: Predict which catalyst facilitates the given reaction. (1) Reactant: N12CCCN=C1CCCCC2.Cl.[NH2:13][CH2:14][C:15]1[CH:23]=[CH:22][CH:21]=[C:20]2[C:16]=1[C:17](=[O:33])[N:18]([CH:25]1[CH2:30][CH2:29][C:28](=[O:31])[NH:27][C:26]1=[O:32])[C:19]2=[O:24].[C:34]([O:37][CH2:38][C:39](Cl)=[O:40])(=[O:36])[CH3:35]. The catalyst class is: 23. Product: [C:34]([O:37][CH2:38][C:39](=[O:40])[NH:13][CH2:14][C:15]1[CH:23]=[CH:22][CH:21]=[C:20]2[C:16]=1[C:17](=[O:33])[N:18]([CH:25]1[CH2:30][CH2:29][C:28](=[O:31])[NH:27][C:26]1=[O:32])[C:19]2=[O:24])(=[O:36])[CH3:35]. (2) Reactant: [Cl:1][C:2]1[C:7]([CH2:8][NH:9][C:10]2[CH:23]=[CH:22][C:13]3[C@H:14]([CH2:17][C:18]([O:20]C)=[O:19])[CH2:15][O:16][C:12]=3[CH:11]=2)=[CH:6][CH:5]=[CH:4][C:3]=1[C:24]1[C:29]([CH3:30])=[CH:28][CH:27]=[CH:26][C:25]=1[CH3:31].[OH-].[Na+].Cl. Product: [Cl:1][C:2]1[C:7]([CH2:8][NH:9][C:10]2[CH:23]=[CH:22][C:13]3[C@H:14]([CH2:17][C:18]([OH:20])=[O:19])[CH2:15][O:16][C:12]=3[CH:11]=2)=[CH:6][CH:5]=[CH:4][C:3]=1[C:24]1[C:29]([CH3:30])=[CH:28][CH:27]=[CH:26][C:25]=1[CH3:31]. The catalyst class is: 111. (3) Reactant: FC1C=CC(N(C2C=CC(N[C:24]3[CH:29]=[CH:28][N:27]=[C:26]4[NH:30][CH:31]=[CH:32][C:25]=34)=CC=2)C(C2(C(N)=O)CC2)=O)=CC=1.[CH3:33][C:34](C)([O-:36])C.[K+].[N+:39]([C:42]1[CH:48]=[CH:47][C:45]([NH2:46])=[CH:44][CH:43]=1)([O-:41])=[O:40].CN(C)[CH:51]=[O:52]. Product: [N+:39]([C:42]1[CH:48]=[CH:47][C:45]([NH:46][C:24]2[CH:29]=[CH:28][N:27]=[C:26]3[NH:30][C:31]([C:51]([O:36][CH2:34][CH3:33])=[O:52])=[CH:32][C:25]=23)=[CH:44][CH:43]=1)([O-:41])=[O:40]. The catalyst class is: 140. (4) Reactant: Cl[C:2]1[C:7]([O:8][C:9]2[CH:14]=[CH:13][CH:12]=[CH:11][C:10]=2[O:15][CH3:16])=[C:6]([Cl:17])[N:5]=[C:4]([C:18]2[CH:23]=[CH:22][N:21]=[CH:20][CH:19]=2)[N:3]=1.[K+].[C:25]([C:29]1[CH:34]=[CH:33][C:32]([S:35]([NH-:38])(=[O:37])=[O:36])=[CH:31][CH:30]=1)([CH3:28])([CH3:27])[CH3:26].O.C(OCC)C. Product: [C:25]([C:29]1[CH:34]=[CH:33][C:32]([S:35]([NH:38][C:2]2[C:7]([O:8][C:9]3[CH:14]=[CH:13][CH:12]=[CH:11][C:10]=3[O:15][CH3:16])=[C:6]([Cl:17])[N:5]=[C:4]([C:18]3[CH:23]=[CH:22][N:21]=[CH:20][CH:19]=3)[N:3]=2)(=[O:36])=[O:37])=[CH:31][CH:30]=1)([CH3:28])([CH3:26])[CH3:27]. The catalyst class is: 640. (5) Reactant: [CH2:1]([O:3][C:4]1[CH:5]=[CH:6][C:7]([NH:15][CH2:16][CH2:17][CH3:18])=[C:8]([CH:14]=1)[C:9]([O:11]CC)=[O:10])[CH3:2].[OH-].[K+]. Product: [CH2:1]([O:3][C:4]1[CH:5]=[CH:6][C:7]([NH:15][CH2:16][CH2:17][CH3:18])=[C:8]([CH:14]=1)[C:9]([OH:11])=[O:10])[CH3:2]. The catalyst class is: 24.